From a dataset of Cav3 T-type calcium channel HTS with 100,875 compounds. Binary Classification. Given a drug SMILES string, predict its activity (active/inactive) in a high-throughput screening assay against a specified biological target. (1) The drug is o1nc(nc1CCCC(=O)NCc1ccccc1)c1cc(OC)c(OC)c(OC)c1. The result is 0 (inactive). (2) The compound is Clc1c(Cn2c(=O)c(ccc2)C(=O)NNC(=S)NCC=C)ccc(Cl)c1. The result is 0 (inactive). (3) The drug is S(Cc1n(c2c(n1)cc(cc2)C(O)=O)CC)c1n(ccn1)C. The result is 0 (inactive). (4) The compound is O=C(N(c1c2c(ccc1)cccc2)CC)CN1CCN(CC1)C. The result is 0 (inactive). (5) The compound is S(CC(=O)N1C(CCCC1C)C)c1n(CC2OCCC2)c(nn1)CCC. The result is 0 (inactive). (6) The compound is S(=O)(=O)(NCc1occc1)c1ccc(NC(=O)COc2ccccc2)cc1. The result is 0 (inactive). (7) The molecule is O=C(N\N=C\c1cc([N+]([O-])=O)ccc1)c1cc2[nH]cnc2cc1. The result is 0 (inactive).